This data is from NCI-60 drug combinations with 297,098 pairs across 59 cell lines. The task is: Regression. Given two drug SMILES strings and cell line genomic features, predict the synergy score measuring deviation from expected non-interaction effect. (1) Drug 1: CC1CCC2CC(C(=CC=CC=CC(CC(C(=O)C(C(C(=CC(C(=O)CC(OC(=O)C3CCCCN3C(=O)C(=O)C1(O2)O)C(C)CC4CCC(C(C4)OC)O)C)C)O)OC)C)C)C)OC. Drug 2: C1=CC=C(C(=C1)C(C2=CC=C(C=C2)Cl)C(Cl)Cl)Cl. Cell line: NCI-H522. Synergy scores: CSS=-0.277, Synergy_ZIP=0.429, Synergy_Bliss=0.449, Synergy_Loewe=-2.01, Synergy_HSA=-0.703. (2) Drug 1: CC1=C2C(C(=O)C3(C(CC4C(C3C(C(C2(C)C)(CC1OC(=O)C(C(C5=CC=CC=C5)NC(=O)OC(C)(C)C)O)O)OC(=O)C6=CC=CC=C6)(CO4)OC(=O)C)O)C)O. Drug 2: CC1C(C(CC(O1)OC2CC(OC(C2O)C)OC3=CC4=CC5=C(C(=O)C(C(C5)C(C(=O)C(C(C)O)O)OC)OC6CC(C(C(O6)C)O)OC7CC(C(C(O7)C)O)OC8CC(C(C(O8)C)O)(C)O)C(=C4C(=C3C)O)O)O)O. Cell line: OVCAR-4. Synergy scores: CSS=50.8, Synergy_ZIP=1.24, Synergy_Bliss=3.02, Synergy_Loewe=2.23, Synergy_HSA=3.65. (3) Drug 1: C1=CC(=CC=C1C#N)C(C2=CC=C(C=C2)C#N)N3C=NC=N3. Drug 2: CCN(CC)CCCC(C)NC1=C2C=C(C=CC2=NC3=C1C=CC(=C3)Cl)OC. Cell line: SK-MEL-5. Synergy scores: CSS=1.80, Synergy_ZIP=-0.957, Synergy_Bliss=0.848, Synergy_Loewe=1.49, Synergy_HSA=0.190. (4) Drug 1: CC1=CC=C(C=C1)C2=CC(=NN2C3=CC=C(C=C3)S(=O)(=O)N)C(F)(F)F. Drug 2: CC1CCC2CC(C(=CC=CC=CC(CC(C(=O)C(C(C(=CC(C(=O)CC(OC(=O)C3CCCCN3C(=O)C(=O)C1(O2)O)C(C)CC4CCC(C(C4)OC)OCCO)C)C)O)OC)C)C)C)OC. Cell line: UO-31. Synergy scores: CSS=25.2, Synergy_ZIP=0.0180, Synergy_Bliss=7.14, Synergy_Loewe=-37.3, Synergy_HSA=4.62. (5) Drug 1: CC1CCC2CC(C(=CC=CC=CC(CC(C(=O)C(C(C(=CC(C(=O)CC(OC(=O)C3CCCCN3C(=O)C(=O)C1(O2)O)C(C)CC4CCC(C(C4)OC)O)C)C)O)OC)C)C)C)OC. Drug 2: CC1=C(C(=CC=C1)Cl)NC(=O)C2=CN=C(S2)NC3=CC(=NC(=N3)C)N4CCN(CC4)CCO. Cell line: UACC-257. Synergy scores: CSS=-1.26, Synergy_ZIP=-0.374, Synergy_Bliss=-1.89, Synergy_Loewe=-4.67, Synergy_HSA=-3.29.